This data is from Blood-brain barrier permeability classification from the B3DB database. The task is: Regression/Classification. Given a drug SMILES string, predict its absorption, distribution, metabolism, or excretion properties. Task type varies by dataset: regression for continuous measurements (e.g., permeability, clearance, half-life) or binary classification for categorical outcomes (e.g., BBB penetration, CYP inhibition). Dataset: b3db_classification. The molecule is NC(=O)CN1C[C@@H](O)CC1=O. The result is 1 (penetrates BBB).